Dataset: NCI-60 drug combinations with 297,098 pairs across 59 cell lines. Task: Regression. Given two drug SMILES strings and cell line genomic features, predict the synergy score measuring deviation from expected non-interaction effect. (1) Drug 1: CC12CCC3C(C1CCC2O)C(CC4=C3C=CC(=C4)O)CCCCCCCCCS(=O)CCCC(C(F)(F)F)(F)F. Drug 2: B(C(CC(C)C)NC(=O)C(CC1=CC=CC=C1)NC(=O)C2=NC=CN=C2)(O)O. Cell line: HOP-92. Synergy scores: CSS=34.0, Synergy_ZIP=4.33, Synergy_Bliss=4.21, Synergy_Loewe=-24.1, Synergy_HSA=-5.26. (2) Drug 1: C1=CC(=C(C=C1I)F)NC2=C(C=CC(=C2F)F)C(=O)NOCC(CO)O. Drug 2: C1CCC(C(C1)[NH-])[NH-].C(=O)(C(=O)[O-])[O-].[Pt+4]. Cell line: NCIH23. Synergy scores: CSS=53.8, Synergy_ZIP=-8.75, Synergy_Bliss=-9.92, Synergy_Loewe=-4.58, Synergy_HSA=-1.54. (3) Drug 1: C1CC(=O)NC(=O)C1N2CC3=C(C2=O)C=CC=C3N. Drug 2: CCC1=CC2CC(C3=C(CN(C2)C1)C4=CC=CC=C4N3)(C5=C(C=C6C(=C5)C78CCN9C7C(C=CC9)(C(C(C8N6C)(C(=O)OC)O)OC(=O)C)CC)OC)C(=O)OC.C(C(C(=O)O)O)(C(=O)O)O. Cell line: PC-3. Synergy scores: CSS=52.1, Synergy_ZIP=-3.62, Synergy_Bliss=-2.55, Synergy_Loewe=-30.8, Synergy_HSA=0.699. (4) Drug 1: C1=C(C(=O)NC(=O)N1)N(CCCl)CCCl. Drug 2: C1=NC(=NC(=O)N1C2C(C(C(O2)CO)O)O)N. Cell line: NCI-H460. Synergy scores: CSS=39.6, Synergy_ZIP=4.68, Synergy_Bliss=4.68, Synergy_Loewe=-2.84, Synergy_HSA=6.28. (5) Drug 1: CS(=O)(=O)OCCCCOS(=O)(=O)C. Drug 2: CC1=C(C(=O)C2=C(C1=O)N3CC4C(C3(C2COC(=O)N)OC)N4)N. Cell line: OVCAR-8. Synergy scores: CSS=23.9, Synergy_ZIP=-2.02, Synergy_Bliss=-0.0367, Synergy_Loewe=-19.3, Synergy_HSA=-1.57.